From a dataset of Forward reaction prediction with 1.9M reactions from USPTO patents (1976-2016). Predict the product of the given reaction. (1) Given the reactants [CH2:1]1[CH:6]2[CH2:7][C:8]3([C:10]([OH:12])=O)[CH2:9][CH:2]1[CH2:3][CH:4]3[CH2:5]2.S(Cl)([Cl:15])=O, predict the reaction product. The product is: [CH2:5]1[CH:4]2[C:8]3([C:10]([Cl:15])=[O:12])[CH2:9][CH:2]([CH2:1][CH:6]1[CH2:7]3)[CH2:3]2. (2) Given the reactants [F:1][C:2]1[CH:3]=[C:4]([S:9]([NH:12][C@H:13]([C:16]2[CH:21]=[CH:20][CH:19]=[CH:18][CH:17]=2)[CH2:14][CH3:15])(=[O:11])=[O:10])[CH:5]=[CH:6][C:7]=1[F:8].Br[CH2:23][C:24]1[CH:33]=[CH:32][C:27]([C:28]([O:30][CH3:31])=[O:29])=[CH:26][CH:25]=1.C([O-])([O-])=O.[K+].[K+], predict the reaction product. The product is: [F:1][C:2]1[CH:3]=[C:4]([S:9]([N:12]([CH2:23][C:24]2[CH:33]=[CH:32][C:27]([C:28]([O:30][CH3:31])=[O:29])=[CH:26][CH:25]=2)[C@H:13]([C:16]2[CH:17]=[CH:18][CH:19]=[CH:20][CH:21]=2)[CH2:14][CH3:15])(=[O:11])=[O:10])[CH:5]=[CH:6][C:7]=1[F:8]. (3) Given the reactants [C:1]([O:5][C:6]([NH:8][C@H:9]1[C@H:13]([F:14])[CH2:12][N:11](C(OCC2C=CC=CC=2)=O)[CH2:10]1)=[O:7])([CH3:4])([CH3:3])[CH3:2], predict the reaction product. The product is: [F:14][C@@H:13]1[CH2:12][NH:11][CH2:10][C@H:9]1[NH:8][C:6](=[O:7])[O:5][C:1]([CH3:3])([CH3:2])[CH3:4]. (4) Given the reactants [CH3:1][O-:2].[Na+].[Cl:4][C:5]1[CH:10]=[C:9](Cl)[N:8]=[C:7]([S:12][CH3:13])[N:6]=1, predict the reaction product. The product is: [Cl:4][C:5]1[CH:10]=[C:9]([O:2][CH3:1])[N:8]=[C:7]([S:12][CH3:13])[N:6]=1. (5) Given the reactants [CH3:1][O:2][C:3](=[O:19])[C:4]([C@H:7]1[CH2:10][C@H:9]([O:11]CC2C=CC=CC=2)[CH2:8]1)([CH3:6])[CH3:5], predict the reaction product. The product is: [CH3:1][O:2][C:3](=[O:19])[C:4]([C@H:7]1[CH2:8][C@H:9]([OH:11])[CH2:10]1)([CH3:6])[CH3:5]. (6) Given the reactants [C:1]([O:5][C:6]1[CH:7]=[C:8]([CH:12]=[CH:13][CH:14]=1)[C:9]([OH:11])=O)([CH3:4])([CH3:3])[CH3:2].CN(C(ON1N=NC2C=CC=CC1=2)=[N+](C)C)C.F[P-](F)(F)(F)(F)F.C(N(C(C)C)CC)(C)C.[N:48]1([CH2:54][CH2:55][O:56][C:57]2[C:66]3[C:61](=[CH:62][CH:63]=[CH:64][CH:65]=3)[C:60]([NH2:67])=[CH:59][CH:58]=2)[CH2:53][CH2:52][O:51][CH2:50][CH2:49]1, predict the reaction product. The product is: [C:1]([O:5][C:6]1[CH:7]=[C:8]([CH:12]=[CH:13][CH:14]=1)[C:9]([NH:67][C:60]1[C:61]2[C:66](=[CH:65][CH:64]=[CH:63][CH:62]=2)[C:57]([O:56][CH2:55][CH2:54][N:48]2[CH2:49][CH2:50][O:51][CH2:52][CH2:53]2)=[CH:58][CH:59]=1)=[O:11])([CH3:2])([CH3:3])[CH3:4].